The task is: Binary Classification. Given a drug SMILES string, predict its activity (active/inactive) in a high-throughput screening assay against a specified biological target.. This data is from Kir2.1 potassium channel HTS with 301,493 compounds. (1) The drug is O(c1c(N\C=C\C(=O)c2occc2)cccc1)c1ccccc1. The result is 0 (inactive). (2) The drug is S(=O)(=O)(N1CCc2c1cccc2)c1cc(OC)c(OC)cc1. The result is 1 (active). (3) The compound is Fc1cc(NC(=O)CN(C(=O)COc2ccc(cc2)C(=O)CC)C)ccc1. The result is 0 (inactive). (4) The compound is O(C(OC)CNc1ncnc2n(ncc12)C)C. The result is 0 (inactive). (5) The drug is S(=O)(=O)(N(c1cc2OCCOc2cc1)CC(=O)Nc1cccnc1)C. The result is 0 (inactive). (6) The result is 0 (inactive). The compound is O=C(N1CCN(CC1)c1nc(N2CCN(CC2)C(=O)C(n2nnc(C(N)CC(C)C)c2)Cc2ccc(O)cc2)nc(n1)NCCOCCOCCOCC#C)C(n1nnc(C(N)CC(C)C)c1)CCC(O)=O. (7) The molecule is S(c1n(CC)c(nn1)COc1ccccc1)Cc1ccc(cc1)C#N. The result is 1 (active).